Dataset: Forward reaction prediction with 1.9M reactions from USPTO patents (1976-2016). Task: Predict the product of the given reaction. (1) Given the reactants OC[CH:3]1[CH2:8][CH2:7][N:6]([CH2:9][C:10]2[C:18]3[B:17]([OH:19])[O:16][CH2:15][C:14]=3[CH:13]=[CH:12][CH:11]=2)[CH2:5][CH2:4]1.C(N)CC.C(OC(=O)C)(=[O:26])C, predict the reaction product. The product is: [CH2:5]([N:6]([CH2:9][C:10]1[C:18]2[B:17]([OH:19])[O:16][CH2:15][C:14]=2[CH:13]=[CH:12][CH:11]=1)[C:7](=[O:26])[CH3:8])[CH2:4][CH3:3]. (2) Given the reactants [C:1]([O:5][C:6](=[O:18])[NH:7][CH2:8][C:9]1[CH:14]=[CH:13][CH:12]=[C:11]([N+:15]([O-])=O)[CH:10]=1)([CH3:4])([CH3:3])[CH3:2].[H][H], predict the reaction product. The product is: [C:1]([O:5][C:6](=[O:18])[NH:7][CH2:8][C:9]1[CH:14]=[CH:13][CH:12]=[C:11]([NH2:15])[CH:10]=1)([CH3:4])([CH3:2])[CH3:3]. (3) Given the reactants CC1C=CC(S(O[C:12]2[C:13]3[CH2:23][CH2:22][CH2:21][C:20]4[N:24]([CH3:27])[N:25]=[CH:26][C:19]=4[C:14]=3[N:15]=[C:16]([NH2:18])[N:17]=2)(=O)=O)=CC=1.[NH:28]1[CH2:32][CH2:31][C@@H:30]([NH:33]C(=O)OC(C)(C)C)[CH2:29]1, predict the reaction product. The product is: [NH2:33][C@@H:30]1[CH2:31][CH2:32][N:28]([C:12]2[C:13]3[CH2:23][CH2:22][CH2:21][C:20]4[N:24]([CH3:27])[N:25]=[CH:26][C:19]=4[C:14]=3[N:15]=[C:16]([NH2:18])[N:17]=2)[CH2:29]1. (4) Given the reactants O[CH:2]([C:20]1[CH:21]=[CH:22][C:23]2[O:28][CH2:27][C:26](=[O:29])[NH:25][C:24]=2[CH:30]=1)[CH2:3][N:4]1[CH2:9][CH2:8][N:7]([C:10]2[CH:18]=[CH:17][CH:16]=[C:15]3[C:11]=2[CH:12]=[C:13]([CH3:19])[NH:14]3)[CH2:6][CH2:5]1.CCN(S(F)(F)[F:37])CC, predict the reaction product. The product is: [F:37][CH:2]([C:20]1[CH:21]=[CH:22][C:23]2[O:28][CH2:27][C:26](=[O:29])[NH:25][C:24]=2[CH:30]=1)[CH2:3][N:4]1[CH2:9][CH2:8][N:7]([C:10]2[CH:18]=[CH:17][CH:16]=[C:15]3[C:11]=2[CH:12]=[C:13]([CH3:19])[NH:14]3)[CH2:6][CH2:5]1. (5) Given the reactants [Cl:1][C:2]1[C:10]([C:11]([F:14])([F:13])[F:12])=[CH:9][CH:8]=[CH:7][C:3]=1[C:4](O)=[O:5].S(Cl)(Cl)=O.C[N:20](C)C=O, predict the reaction product. The product is: [Cl:1][C:2]1[C:10]([C:11]([F:14])([F:13])[F:12])=[CH:9][CH:8]=[CH:7][C:3]=1[C:4]([NH2:20])=[O:5].